Dataset: Drug-target binding data from BindingDB using IC50 measurements. Task: Regression. Given a target protein amino acid sequence and a drug SMILES string, predict the binding affinity score between them. We predict pIC50 (pIC50 = -log10(IC50 in M); higher means more potent). Dataset: bindingdb_ic50. (1) The compound is CC(C)(C)CNC(=O)CC1CNC(=O)c2cc(-c3ccsc3)cn21. The target protein (P12314) has sequence MWFLTTLLLWVPVDGQVDTTKAVITLQPPWVSVFQEETVTLHCEVLHLPGSSSTQWFLNGTATQTSTPSYRITSASVNDSGEYRCQRGLSGRSDPIQLEIHRGWLLLQVSSRVFTEGEPLALRCHAWKDKLVYNVLYYRNGKAFKFFHWNSNLTILKTNISHNGTYHCSGMGKHRYTSAGISVTVKELFPAPVLNASVTSPLLEGNLVTLSCETKLLLQRPGLQLYFSFYMGSKTLRGRNTSSEYQILTARREDSGLYWCEAATEDGNVLKRSPELELQVLGLQLPTPVWFHVLFYLAVGIMFLVNTVLWVTIRKELKRKKKWDLEISLDSGHEKKVISSLQEDRHLEEELKCQEQKEEQLQEGVHRKEPQGAT. The pIC50 is 5.0. (2) The drug is COc1cc(-c2ccncc2)cc(C(C)C#Cc2c(C)nc(N)nc2N)c1. The target protein sequence is MKVSLIAAMDKNRVIGKENDIPWRIPKDWEYVKNTTKGHPIILGRKNLESIGRALPDRRNIILTRDKGFTFNGCEIVHSIEDVFELCKNEEEIFIFGGEQIYNLFFPYVEKMYITKIHHEFEGDTFFPEVNYEEWNEVFAQKGIKNDKNPYNYYFHVYERKNLLS. The pIC50 is 6.8. (3) The drug is OC[C@H](O)[C@@H]1NC[C@@H]1O. The target protein (P56526) has sequence MVKLTHLLARAWLVPLAYGASQSLLSTTAPSQPQFTIPASADVGAQLIANIDDPQAADAQSVCPGYKASKVQHNSRGFTASLQLAGRPCNVYGTDVESLTLSVEYQDSDRLNIQILPTHVDSTNASWYFLSENLVPRPKASLNASVSQSDLFVSWSNEPSFNFKVIRKATGDALFSTEGTVLVYENQFIEFVTALPEEYNLYGLGEHITQFRLQRNANLTIYPSDDGTPIDQNLYGQHPFYLDTRYYKGDRQNGSYIPVKSSEADASQDYISLSHGVFLRNSHGLEILLRSQKLIWRTLGGGIDLTFYSGPAPADVTRQYLTSTVGLPAMQQYNTLGFHQCRWGYNNWSDLADVVANFEKFEIPLEYIWTDIDYMHGYRNFDNDQHRFSYSEGDEFLSKLHESGRYYVPIVDAALYIPNPENASDAYATYDRGAADDVFLKNPDGSLYIGAVWPGYTVFPDWHHPKAVDFWANELVIWSKKVAFDGVWYDMSEVSSFCVG.... The pIC50 is 4.4. (4) The compound is OCCN1CCN(C2CC(c3ccc(F)cc3)c3ccc(Cl)cc32)CC12CCCC2. The target protein (P18901) has sequence MAPNTSTMDEAGLPAERDFSFRILTACFLSLLILSTLLGNTLVCAAVIRFRHLRSKVTNFFVISLAVSDLLVAVLVMPWKAVAEIAGFWPLGPFCNIWVAFDIMCSTASILNLCVISVDRYWAISSPFQYERKMTPKAAFILISVAWTLSVLISFIPVQLSWHKAKPTWPLDGNFTSLEDTEDDNCDTRLSRTYAISSSLISFYIPVAIMIVTYTSIYRIAQKQIRRISALERAAVHAKNCQTTAGNGNPVECAQSESSFKMSFKRETKVLKTLSVIMGVFVCCWLPFFISNCMVPFCGSEETQPFCIDSITFDVFVWFGWANSSLNPIIYAFNADFQKAFSTLLGCYRLCPTTNNAIETVSINNNGAVVFSSHHEPRGSISKDCNLVYLIPHAVGSSEDLKKEEAGGIAKPLEKLSPALSVILDYDTDVSLEKIQPVTHSGQHST. The pIC50 is 7.3. (5) The drug is O=C(Nc1ccsc1-c1nc(C(=O)O)c(O)c(=O)[nH]1)OCc1c(Cl)cccc1Cl. The target protein sequence is MLVCGDDLVVIAESDGVEEDKRALGAFTEAMTRYSAPPGDAPQPAYDLELITSCSSNVSVAHDETGKRVYYLTRDPETPLARAAWETARHTPVNSWLGNIIIYAPTIWVRMVLMTHFFSILQSQEALEKALDFDMYGVTYSITPLDLPAIIQ. The pIC50 is 6.3. (6) The small molecule is O=c1c2ccccc2sn1-c1ccc(F)cc1. The target protein (O15305) has sequence MAAPGPALCLFDVDGTLTAPRQKITKEMDDFLQKLRQKIKIGVVGGSDFEKVQEQLGNDVVEKYDYVFPENGLVAYKDGKLLCRQNIQSHLGEALIQDLINYCLSYIAKIKLPKKRGTFIEFRNGMLNVSPIGRSCSQEERIEFYELDKKENIRQKFVADLRKEFAGKGLTFSIGGQISFDVFPDGWDKRYCLRHVENDGYKTIYFFGDKTMPGGNDHEIFTDPRTMGYSVTAPEDTRRICELLFS. The pIC50 is 4.7.